From a dataset of Peptide-MHC class I binding affinity with 185,985 pairs from IEDB/IMGT. Regression. Given a peptide amino acid sequence and an MHC pseudo amino acid sequence, predict their binding affinity value. This is MHC class I binding data. (1) The peptide sequence is RLASLLTYA. The MHC is HLA-A02:01 with pseudo-sequence HLA-A02:01. The binding affinity (normalized) is 0.905. (2) The peptide sequence is TYYPQVVLG. The MHC is HLA-A02:01 with pseudo-sequence HLA-A02:01. The binding affinity (normalized) is 0.0847. (3) The peptide sequence is LAYFPVFRFLNGS. The MHC is HLA-A02:06 with pseudo-sequence HLA-A02:06. The binding affinity (normalized) is 0. (4) The peptide sequence is NQDLNGNWY. The MHC is HLA-A29:02 with pseudo-sequence HLA-A29:02. The binding affinity (normalized) is 0.376. (5) The peptide sequence is YIFFASFYY. The MHC is HLA-A01:01 with pseudo-sequence HLA-A01:01. The binding affinity (normalized) is 0.0847.